The task is: Predict the product of the given reaction.. This data is from Forward reaction prediction with 1.9M reactions from USPTO patents (1976-2016). (1) Given the reactants [OH:1][C:2]1[CH:3]=[C:4]2[C:8](=[CH:9][CH:10]=1)[C:7](=[O:11])[CH2:6][CH2:5]2.[F:12][C:13]1[CH:20]=[CH:19][C:16]([CH2:17]Br)=[CH:15][CH:14]=1.C(=O)([O-])[O-].[K+].[K+], predict the reaction product. The product is: [F:12][C:13]1[CH:20]=[CH:19][C:16]([CH2:17][O:1][C:2]2[CH:3]=[C:4]3[C:8](=[CH:9][CH:10]=2)[C:7](=[O:11])[CH2:6][CH2:5]3)=[CH:15][CH:14]=1. (2) Given the reactants [CH2:1]([O:3][C:4]([C@H:6]1[C@@H:11]([NH2:12])[C@H:10]2[CH2:13][C@@H:7]1[CH2:8][CH2:9]2)=[O:5])[CH3:2].[F:14][C:15]1[CH:22]=[CH:21][C:18]([CH:19]=O)=[CH:17][CH:16]=1.C(O)(=O)C.C([BH3-])#N.[Na+], predict the reaction product. The product is: [CH2:1]([O:3][C:4]([C@H:6]1[C@@H:11]([NH:12][CH2:19][C:18]2[CH:21]=[CH:22][C:15]([F:14])=[CH:16][CH:17]=2)[C@H:10]2[CH2:13][C@@H:7]1[CH2:8][CH2:9]2)=[O:5])[CH3:2]. (3) The product is: [CH3:9][N:8]1[C:12]2[CH:11]=[CH:19][C:18]([N+:21]([O-:23])=[O:22])=[CH:17][C:16]=2[CH2:24][O:25][C:1]1=[O:2]. Given the reactants [C:1]([N:8]1[CH:12]=[CH:11]N=[CH:9]1)(N1C=CN=C1)=[O:2].CNC1C=[CH:19][C:18]([N+:21]([O-:23])=[O:22])=[CH:17][C:16]=1[CH2:24][OH:25], predict the reaction product. (4) Given the reactants C([NH:11][CH2:12][CH2:13][CH2:14][CH2:15][C:16]1[CH:21]=[CH:20][C:19]([OH:22])=[CH:18][CH:17]=1)(OCC1C=CC=CC=1)=O.Br[CH2:24][CH2:25][O:26][CH2:27][CH2:28][O:29][CH3:30].[C:31](=[O:34])([O-])[O-:32].[K+].[K+].[I-].[Na+], predict the reaction product. The product is: [O:22]([C:19]1[CH:18]=[CH:17][C:16]([CH:15]([C:31]([O:32][CH2:15][C:16]2[CH:21]=[CH:20][CH:19]=[CH:18][CH:17]=2)=[O:34])[CH2:14][CH2:13][CH2:12][NH2:11])=[CH:21][CH:20]=1)[CH2:24][CH2:25][O:26][CH2:27][CH2:28][O:29][CH3:30]. (5) The product is: [CH2:80]1[C@H:79]([N:81]2[C:82](=[O:88])[N:83]=[C:84]([NH2:87])[CH:85]=[CH:86]2)[O:78][C@H:77]([CH2:89][O:90][P:91]([OH:93])([OH:94])=[O:92])[C@H:76]1[O:75][P:72]([O:71][CH2:70][C@H:55]1[O:56][C@@H:57]([N:60]2[C:61]3[N:62]=[CH:63][N:64]=[C:65]([NH2:69])[C:66]=3[N:67]=[CH:68]2)[C@H:58]([OH:59])[C@@H:54]1[OH:53])([OH:74])=[O:73]. Given the reactants C1N(CCO)CCN(CCS(O)(=O)=O)C1.[OH-].[K+].P(OC[C@H]1O[C@@H](N2C3N=CN=C(N)C=3N=C2)[C@H](O)[C@@H]1O)(OP(OP(O)(O)=O)(O)=O)(=O)O.OCC([O:53][C@H:54]1[C@@H:58]([OH:59])[C@H:57]([N:60]2[CH:68]=[N:67][C:66]3[C:61]2=[N:62][CH:63]=[N:64][C:65]=3[NH2:69])[O:56][C@@H:55]1[CH2:70][O:71][P:72]([O:75][C@H:76]1[CH2:80][C@H:79]([N:81]2[CH:86]=[CH:85][C:84]([NH2:87])=[N:83][C:82]2=[O:88])[O:78][C@@H:77]1[CH2:89][O:90][P:91]([OH:94])([OH:93])=[O:92])([OH:74])=[O:73])=O.C1[C@H](N2C(=O)N=C(N)C=C2)O[C@H](COP(O)(O)=O)[C@H]1OP(OC[C@H]1O[C@@H](N2C3N=CN=C(N)C=3N=C2)[C@H](O)[C@@H]1O)(O)=O.N[C@H](C(O)=O)CC1C=CC=C(I)C=1.C([O-])(=O)C.[Na+].II, predict the reaction product. (6) Given the reactants Br[C:2]1[CH:7]=[CH:6][C:5]([CH:8]([NH:12][C:13](=[O:19])[O:14][C:15]([CH3:18])([CH3:17])[CH3:16])[CH:9]([CH3:11])[CH3:10])=[CH:4][CH:3]=1.CC([O-])=O.[K+].[CH3:25][C:26]1([CH3:42])[C:30]([CH3:32])([CH3:31])[O:29][B:28]([B:28]2[O:29][C:30]([CH3:32])([CH3:31])[C:26]([CH3:42])([CH3:25])[O:27]2)[O:27]1.O, predict the reaction product. The product is: [CH3:10][CH:9]([CH3:11])[CH:8]([NH:12][C:13](=[O:19])[O:14][C:15]([CH3:18])([CH3:17])[CH3:16])[C:5]1[CH:6]=[CH:7][C:2]([B:28]2[O:29][C:30]([CH3:32])([CH3:31])[C:26]([CH3:42])([CH3:25])[O:27]2)=[CH:3][CH:4]=1. (7) Given the reactants [NH2:1][CH2:2][C:3]1[N:7]2[CH:8]3[CH2:19][CH:10]([C:11]4[CH:16]=[C:15]([F:17])[C:14]([Br:18])=[CH:13][C:12]=4[C:6]2=[N:5][C:4]=1[C:20]([NH2:22])=[O:21])[CH2:9]3.[F:23][C:24]1([F:30])[CH2:26][CH:25]1[C:27](O)=[O:28], predict the reaction product. The product is: [Br:18][C:14]1[C:15]([F:17])=[CH:16][C:11]2[CH:10]3[CH2:9][CH:8]([CH2:19]3)[N:7]3[C:3]([CH2:2][NH:1][C:27]([CH:25]4[CH2:26][C:24]4([F:30])[F:23])=[O:28])=[C:4]([C:20]([NH2:22])=[O:21])[N:5]=[C:6]3[C:12]=2[CH:13]=1. (8) Given the reactants [C:1]([O:5][C:6]([N:8]1[CH2:12][CH2:11][CH2:10][C@H:9]1[C:13]1[CH:18]=[CH:17][C:16](Br)=[CH:15][CH:14]=1)=[O:7])([CH3:4])([CH3:3])[CH3:2].CN(C1CCCCC1)C1CCCCC1.[C:34]([O:38][CH3:39])(=[O:37])[CH:35]=[CH2:36], predict the reaction product. The product is: [C:1]([O:5][C:6]([N:8]1[CH2:12][CH2:11][CH2:10][C@H:9]1[C:13]1[CH:18]=[CH:17][C:16](/[CH:36]=[CH:35]/[C:34]([O:38][CH3:39])=[O:37])=[CH:15][CH:14]=1)=[O:7])([CH3:4])([CH3:3])[CH3:2].